From a dataset of Full USPTO retrosynthesis dataset with 1.9M reactions from patents (1976-2016). Predict the reactants needed to synthesize the given product. (1) Given the product [C:18]([N:14]1[C:15]2[C:10](=[CH:9][C:8]([Br:7])=[CH:17][CH:16]=2)[N:11]([C:23]([Cl:22])=[O:25])[CH2:12][C@@H:13]1[CH3:21])(=[O:20])[CH3:19], predict the reactants needed to synthesize it. The reactants are: N1C=CC=CC=1.[Br:7][C:8]1[CH:9]=[C:10]2[C:15](=[CH:16][CH:17]=1)[N:14]([C:18](=[O:20])[CH3:19])[C@@H:13]([CH3:21])[CH2:12][NH:11]2.[Cl:22][C:23](Cl)([O:25]C(=O)OC(Cl)(Cl)Cl)Cl. (2) Given the product [CH3:1][O:2][C:3]([C:5]1[S:6][CH:7]=[CH:8][C:9]=1[NH:10][CH:15]1[CH2:16][CH2:17][N:12]([CH3:11])[CH2:13][CH2:14]1)=[O:4], predict the reactants needed to synthesize it. The reactants are: [CH3:1][O:2][C:3]([C:5]1[S:6][CH:7]=[CH:8][C:9]=1[NH2:10])=[O:4].[CH3:11][N:12]1[CH2:17][CH2:16][C:15](=O)[CH2:14][CH2:13]1.C(O[BH-](OC(=O)C)OC(=O)C)(=O)C.[Na+].C(O)(=O)C. (3) Given the product [Br:1][C:2]1[CH:9]=[CH:8][C:7]([O:10][CH2:13][CH2:14][CH2:15][N:16]2[CH2:21][CH2:20][CH2:19][CH2:18][CH2:17]2)=[CH:6][C:3]=1[C:4]#[N:5], predict the reactants needed to synthesize it. The reactants are: [Br:1][C:2]1[CH:9]=[CH:8][C:7]([OH:10])=[CH:6][C:3]=1[C:4]#[N:5].Cl.Cl[CH2:13][CH2:14][CH2:15][N:16]1[CH2:21][CH2:20][CH2:19][CH2:18][CH2:17]1. (4) Given the product [C:23]([O:22][C:20]([C:19]1[CH:18]=[C:17](/[N:16]=[CH:1]/[C:3]2[C:4]([N+:13]([O-:15])=[O:14])=[C:5]([CH:10]=[CH:11][CH:12]=2)[C:6]([O:8][CH3:9])=[O:7])[CH:29]=[CH:28][CH:27]=1)=[O:21])([CH3:26])([CH3:24])[CH3:25], predict the reactants needed to synthesize it. The reactants are: [CH:1]([C:3]1[C:4]([N+:13]([O-:15])=[O:14])=[C:5]([CH:10]=[CH:11][CH:12]=1)[C:6]([O:8][CH3:9])=[O:7])=O.[NH2:16][C:17]1[CH:18]=[C:19]([CH:27]=[CH:28][CH:29]=1)[C:20]([O:22][C:23]([CH3:26])([CH3:25])[CH3:24])=[O:21]. (5) Given the product [OH2:10].[Cl:1][C:2]1[CH:7]=[CH:6][C:5]([N+:12]([O-:14])=[O:13])=[CH:4][C:3]=1[CH2:8][C:9]([OH:11])=[O:10], predict the reactants needed to synthesize it. The reactants are: [Cl:1][C:2]1[CH:7]=[CH:6][CH:5]=[CH:4][C:3]=1[CH2:8][C:9]([OH:11])=[O:10].[N+:12]([O-])([OH:14])=[O:13]. (6) Given the product [F:36][C:37]([F:42])([F:41])[C:38]([OH:40])=[O:39].[Cl:19][C:15]1[C:14]([F:20])=[C:13]([CH:12]2[C:11]([C:23]3[CH:28]=[CH:27][C:26]([Cl:29])=[CH:25][C:24]=3[F:30])([C:21]#[N:22])[CH:10]([CH2:31][C:32]([CH3:34])([CH3:35])[CH3:33])[NH:9][CH:8]2[C:6]([OH:7])=[O:5])[CH:18]=[CH:17][CH:16]=1, predict the reactants needed to synthesize it. The reactants are: C([O:5][C:6]([CH:8]1[CH:12]([C:13]2[CH:18]=[CH:17][CH:16]=[C:15]([Cl:19])[C:14]=2[F:20])[C:11]([C:23]2[CH:28]=[CH:27][C:26]([Cl:29])=[CH:25][C:24]=2[F:30])([C:21]#[N:22])[CH:10]([CH2:31][C:32]([CH3:35])([CH3:34])[CH3:33])[NH:9]1)=[O:7])(C)(C)C.[F:36][C:37]([F:42])([F:41])[C:38]([OH:40])=[O:39]. (7) Given the product [F:29][C:26]1[CH:27]=[CH:28][C:23]([O:22][CH:16]([CH2:15][C:12]2[CH:11]=[CH:10][C:9]([OH:8])=[CH:14][CH:13]=2)[C:17]([O:19][CH2:20][CH3:21])=[O:18])=[CH:24][CH:25]=1, predict the reactants needed to synthesize it. The reactants are: C([O:8][C:9]1[CH:14]=[CH:13][C:12]([CH2:15][CH:16]([O:22][C:23]2[CH:28]=[CH:27][C:26]([F:29])=[CH:25][CH:24]=2)[C:17]([O:19][CH2:20][CH3:21])=[O:18])=[CH:11][CH:10]=1)C1C=CC=CC=1. (8) The reactants are: [CH3:1][C:2]1[NH:3][C:4]2[C:9]([C:10]=1[CH:11]=O)=[CH:8][CH:7]=[CH:6][CH:5]=2.[C:13]([C:16]1[CH:21]=[CH:20][N:19]=[CH:18][CH:17]=1)(=[O:15])[CH3:14].N1CCCCC1. Given the product [CH3:1][C:2]1[NH:3][C:4]2[C:9]([C:10]=1/[CH:11]=[CH:14]/[C:13]([C:16]1[CH:21]=[CH:20][N:19]=[CH:18][CH:17]=1)=[O:15])=[CH:8][CH:7]=[CH:6][CH:5]=2, predict the reactants needed to synthesize it. (9) The reactants are: COCCOC[O:7][C:8]1[CH:13]=[CH:12][C:11]([C:14]2[N:19]=[C:18]([C:20]#[N:21])[C:17]3[N:22]=[CH:23][N:24]([CH3:25])[C:16]=3[CH:15]=2)=[CH:10][C:9]=1[C:26]([F:29])([F:28])[F:27].Cl.[Cl-].[Na+]. Given the product [OH:7][C:8]1[CH:13]=[CH:12][C:11]([C:14]2[N:19]=[C:18]([C:20]#[N:21])[C:17]3[N:22]=[CH:23][N:24]([CH3:25])[C:16]=3[CH:15]=2)=[CH:10][C:9]=1[C:26]([F:29])([F:28])[F:27], predict the reactants needed to synthesize it. (10) Given the product [CH3:14][N:15]([CH3:16])[CH2:8][CH2:7][CH2:6][CH2:2][C:3]([OH:5])=[O:4], predict the reactants needed to synthesize it. The reactants are: Br[CH:2]([CH2:6][CH2:7][CH3:8])[C:3]([OH:5])=[O:4].C(=O)(O)[O-].[Na+].[CH3:14][NH:15][CH3:16].